Dataset: NCI-60 drug combinations with 297,098 pairs across 59 cell lines. Task: Regression. Given two drug SMILES strings and cell line genomic features, predict the synergy score measuring deviation from expected non-interaction effect. (1) Drug 1: COC1=C(C=C2C(=C1)N=CN=C2NC3=CC(=C(C=C3)F)Cl)OCCCN4CCOCC4. Drug 2: C1=NC2=C(N=C(N=C2N1C3C(C(C(O3)CO)O)F)Cl)N. Cell line: HOP-92. Synergy scores: CSS=51.8, Synergy_ZIP=1.53, Synergy_Bliss=2.96, Synergy_Loewe=6.76, Synergy_HSA=8.49. (2) Drug 1: CC1=C(C=C(C=C1)C(=O)NC2=CC(=CC(=C2)C(F)(F)F)N3C=C(N=C3)C)NC4=NC=CC(=N4)C5=CN=CC=C5. Drug 2: C1CNP(=O)(OC1)N(CCCl)CCCl. Cell line: MALME-3M. Synergy scores: CSS=-1.73, Synergy_ZIP=1.59, Synergy_Bliss=1.85, Synergy_Loewe=-0.977, Synergy_HSA=-1.27. (3) Drug 1: CCCCCOC(=O)NC1=NC(=O)N(C=C1F)C2C(C(C(O2)C)O)O. Drug 2: CC=C1C(=O)NC(C(=O)OC2CC(=O)NC(C(=O)NC(CSSCCC=C2)C(=O)N1)C(C)C)C(C)C. Cell line: UO-31. Synergy scores: CSS=0.878, Synergy_ZIP=-0.297, Synergy_Bliss=-0.652, Synergy_Loewe=-0.909, Synergy_HSA=-0.975. (4) Drug 1: CC1C(C(=O)NC(C(=O)N2CCCC2C(=O)N(CC(=O)N(C(C(=O)O1)C(C)C)C)C)C(C)C)NC(=O)C3=C4C(=C(C=C3)C)OC5=C(C(=O)C(=C(C5=N4)C(=O)NC6C(OC(=O)C(N(C(=O)CN(C(=O)C7CCCN7C(=O)C(NC6=O)C(C)C)C)C)C(C)C)C)N)C. Drug 2: CNC(=O)C1=NC=CC(=C1)OC2=CC=C(C=C2)NC(=O)NC3=CC(=C(C=C3)Cl)C(F)(F)F. Cell line: OVCAR-5. Synergy scores: CSS=-3.45, Synergy_ZIP=1.69, Synergy_Bliss=1.67, Synergy_Loewe=-2.35, Synergy_HSA=-0.736. (5) Drug 1: CC(C)(C#N)C1=CC(=CC(=C1)CN2C=NC=N2)C(C)(C)C#N. Drug 2: C1CN(CCN1C(=O)CCBr)C(=O)CCBr. Cell line: HOP-62. Synergy scores: CSS=18.5, Synergy_ZIP=-5.20, Synergy_Bliss=-1.74, Synergy_Loewe=5.41, Synergy_HSA=-0.408.